From a dataset of Full USPTO retrosynthesis dataset with 1.9M reactions from patents (1976-2016). Predict the reactants needed to synthesize the given product. Given the product [O:9]([C:16]1[N:21]=[CH:20][C:19]([CH2:22][N:23]2[C:24]3[N:25]=[CH:26][NH:27][C:28]=3[C:29](=[O:30])[NH:31][C:7]2=[S:8])=[CH:18][CH:17]=1)[C:10]1[CH:15]=[CH:14][CH:13]=[CH:12][CH:11]=1, predict the reactants needed to synthesize it. The reactants are: C(OC(N=[C:7]=[S:8])=O)C.[O:9]([C:16]1[N:21]=[CH:20][C:19]([CH2:22][NH:23][C:24]2[N:25]=[CH:26][NH:27][C:28]=2[C:29]([NH2:31])=[O:30])=[CH:18][CH:17]=1)[C:10]1[CH:15]=[CH:14][CH:13]=[CH:12][CH:11]=1.